Dataset: NCI-60 drug combinations with 297,098 pairs across 59 cell lines. Task: Regression. Given two drug SMILES strings and cell line genomic features, predict the synergy score measuring deviation from expected non-interaction effect. (1) Drug 1: CC(C1=C(C=CC(=C1Cl)F)Cl)OC2=C(N=CC(=C2)C3=CN(N=C3)C4CCNCC4)N. Drug 2: CCC1(CC2CC(C3=C(CCN(C2)C1)C4=CC=CC=C4N3)(C5=C(C=C6C(=C5)C78CCN9C7C(C=CC9)(C(C(C8N6C=O)(C(=O)OC)O)OC(=O)C)CC)OC)C(=O)OC)O.OS(=O)(=O)O. Cell line: SF-295. Synergy scores: CSS=33.7, Synergy_ZIP=0.0801, Synergy_Bliss=3.72, Synergy_Loewe=-16.6, Synergy_HSA=5.49. (2) Synergy scores: CSS=20.7, Synergy_ZIP=-1.11, Synergy_Bliss=2.77, Synergy_Loewe=-8.62, Synergy_HSA=3.14. Cell line: HOP-92. Drug 2: C1CNP(=O)(OC1)N(CCCl)CCCl. Drug 1: C1CC(C1)(C(=O)O)C(=O)O.[NH2-].[NH2-].[Pt+2]. (3) Drug 1: CN1C2=C(C=C(C=C2)N(CCCl)CCCl)N=C1CCCC(=O)O.Cl. Drug 2: CC(C)(C#N)C1=CC(=CC(=C1)CN2C=NC=N2)C(C)(C)C#N. Cell line: CCRF-CEM. Synergy scores: CSS=-3.87, Synergy_ZIP=2.03, Synergy_Bliss=-0.681, Synergy_Loewe=-3.18, Synergy_HSA=-4.14. (4) Drug 1: C1CN(CCN1C(=O)CCBr)C(=O)CCBr. Drug 2: CCC1(C2=C(COC1=O)C(=O)N3CC4=CC5=C(C=CC(=C5CN(C)C)O)N=C4C3=C2)O.Cl. Cell line: OVCAR-8. Synergy scores: CSS=34.8, Synergy_ZIP=-10.3, Synergy_Bliss=-7.25, Synergy_Loewe=-3.60, Synergy_HSA=-1.57. (5) Drug 1: CC(C)(C#N)C1=CC(=CC(=C1)CN2C=NC=N2)C(C)(C)C#N. Drug 2: CN(C(=O)NC(C=O)C(C(C(CO)O)O)O)N=O. Cell line: LOX IMVI. Synergy scores: CSS=-4.35, Synergy_ZIP=2.53, Synergy_Bliss=0.0492, Synergy_Loewe=-4.48, Synergy_HSA=-5.94. (6) Drug 1: CC(C)(C#N)C1=CC(=CC(=C1)CN2C=NC=N2)C(C)(C)C#N. Drug 2: C(CC(=O)O)C(=O)CN.Cl. Cell line: LOX IMVI. Synergy scores: CSS=11.6, Synergy_ZIP=-3.20, Synergy_Bliss=0.683, Synergy_Loewe=2.17, Synergy_HSA=1.66. (7) Drug 1: CC1=CC2C(CCC3(C2CCC3(C(=O)C)OC(=O)C)C)C4(C1=CC(=O)CC4)C. Drug 2: C#CCC(CC1=CN=C2C(=N1)C(=NC(=N2)N)N)C3=CC=C(C=C3)C(=O)NC(CCC(=O)O)C(=O)O. Cell line: HOP-62. Synergy scores: CSS=-11.7, Synergy_ZIP=1.59, Synergy_Bliss=-3.10, Synergy_Loewe=-4.06, Synergy_HSA=-8.77. (8) Drug 1: CN1CCC(CC1)COC2=C(C=C3C(=C2)N=CN=C3NC4=C(C=C(C=C4)Br)F)OC. Drug 2: C(=O)(N)NO. Cell line: MDA-MB-231. Synergy scores: CSS=16.2, Synergy_ZIP=-2.09, Synergy_Bliss=0.302, Synergy_Loewe=-1.07, Synergy_HSA=2.75. (9) Drug 1: CNC(=O)C1=NC=CC(=C1)OC2=CC=C(C=C2)NC(=O)NC3=CC(=C(C=C3)Cl)C(F)(F)F. Drug 2: CC(C)NC(=O)C1=CC=C(C=C1)CNNC.Cl. Cell line: SR. Synergy scores: CSS=0.956, Synergy_ZIP=-0.630, Synergy_Bliss=-0.328, Synergy_Loewe=-1.50, Synergy_HSA=-1.96. (10) Drug 1: CCC1(CC2CC(C3=C(CCN(C2)C1)C4=CC=CC=C4N3)(C5=C(C=C6C(=C5)C78CCN9C7C(C=CC9)(C(C(C8N6C=O)(C(=O)OC)O)OC(=O)C)CC)OC)C(=O)OC)O.OS(=O)(=O)O. Drug 2: C1CCC(C(C1)N)N.C(=O)(C(=O)[O-])[O-].[Pt+4]. Cell line: K-562. Synergy scores: CSS=65.8, Synergy_ZIP=0.937, Synergy_Bliss=1.47, Synergy_Loewe=-16.2, Synergy_HSA=-0.585.